From a dataset of Forward reaction prediction with 1.9M reactions from USPTO patents (1976-2016). Predict the product of the given reaction. (1) Given the reactants [C:1]1([C:7]2SC(C)=[N:9][C:8]=2[C:13](O)=O)C=CC=CC=1.CC[N:18]([CH:22]([CH3:24])[CH3:23])[CH:19]([CH3:21])C.C[N:26]([C:28](ON1N=NC2C=CC=CC1=2)=[N+:29]([CH3:31])[CH3:30])[CH3:27].[B-](F)(F)(F)F.[CH3:47]N(C=O)C, predict the reaction product. The product is: [CH3:13][C:8]1[N:9]=[CH:31][N:29]2[CH:30]=[C:27]([CH2:24][C@@H:22]3[CH2:23][CH2:47][CH2:21][CH2:19][NH:18]3)[N:26]=[C:28]2[C:7]=1[CH3:1]. (2) The product is: [CH3:1][C:2]1[C:6]([C:7]2[C:16]3[O:15][CH2:14][C@H:13]([C:17]4[CH:22]=[CH:21][CH:20]=[CH:19][N:18]=4)[N:12]4[C:23]([CH:25]=[O:29])=[N:24][C:10]([C:11]=34)=[CH:9][CH:8]=2)=[C:5]([CH3:27])[O:4][N:3]=1. Given the reactants [CH3:1][C:2]1[C:6]([C:7]2[C:16]3[O:15][CH2:14][C@H:13]([C:17]4[CH:22]=[CH:21][CH:20]=[CH:19][N:18]=4)[N:12]4[C:23]([CH:25]=C)=[N:24][C:10]([C:11]=34)=[CH:9][CH:8]=2)=[C:5]([CH3:27])[O:4][N:3]=1.I([O-])(=O)(=O)=[O:29].[Na+], predict the reaction product. (3) The product is: [CH2:32]([O:31][C:26](=[O:30])[CH2:27][CH:28]1[S:14][C:12]([C:9]2[NH:10][C:11]3[C:7]([CH:8]=2)=[CH:6][C:5]([O:15][C:16]2[CH:17]=[N:18][C:19]([S:22]([CH3:25])(=[O:24])=[O:23])=[CH:20][CH:21]=2)=[CH:4][C:3]=3[CH2:1][CH3:2])=[N:13][CH2:29]1)[CH3:33]. Given the reactants [CH2:1]([C:3]1[CH:4]=[C:5]([O:15][C:16]2[CH:17]=[N:18][C:19]([S:22]([CH3:25])(=[O:24])=[O:23])=[CH:20][CH:21]=2)[CH:6]=[C:7]2[C:11]=1[NH:10][C:9]([C:12](=[S:14])[NH2:13])=[CH:8]2)[CH3:2].[C:26]([O:31][CH2:32][CH3:33])(=[O:30])[C:27]#[C:28][CH3:29].O1CCCC1.C(P(CCCC)CCCC)CCC, predict the reaction product. (4) Given the reactants C(OC(=O)[NH:7][C:8]1[CH:13]=[CH:12][C:11]([C:14]2[S:15][CH:16]=[CH:17][CH:18]=2)=[CH:10][C:9]=1[NH:19][C:20]([C:22]1[S:26][C:25]2[CH:27]=[C:28]([CH:31]([C:33](=[O:35])[NH2:34])[F:32])[CH:29]=[CH:30][C:24]=2[CH:23]=1)=[O:21])(C)(C)C.FC(F)(F)C(O)=O, predict the reaction product. The product is: [NH2:7][C:8]1[CH:13]=[CH:12][C:11]([C:14]2[S:15][CH:16]=[CH:17][CH:18]=2)=[CH:10][C:9]=1[NH:19][C:20]([C:22]1[S:26][C:25]2[CH:27]=[C:28]([CH:31]([C:33](=[O:35])[NH2:34])[F:32])[CH:29]=[CH:30][C:24]=2[CH:23]=1)=[O:21]. (5) Given the reactants [NH2:1][C:2]1[CH:29]=[CH:28][C:5]([O:6][C:7]2[CH:12]=[CH:11][N:10]=[C:9]([N:13]=[C:14]([C:21]3[CH:26]=[CH:25][CH:24]=[CH:23][CH:22]=3)[C:15]3[CH:20]=[CH:19][CH:18]=[CH:17][CH:16]=3)[C:8]=2[Cl:27])=[C:4]([F:30])[CH:3]=1.[F:31][C:32]1[CH:37]=[CH:36][C:35]([C:38]2[C:39](=[O:47])[C:40]([C:44](O)=[O:45])=[CH:41][NH:42][CH:43]=2)=[CH:34][CH:33]=1.CN(C(ON1N=NC2C=CC=NC1=2)=[N+](C)C)C.F[P-](F)(F)(F)(F)F.CCN(C(C)C)C(C)C, predict the reaction product. The product is: [Cl:27][C:8]1[C:9]([N:13]=[C:14]([C:15]2[CH:20]=[CH:19][CH:18]=[CH:17][CH:16]=2)[C:21]2[CH:26]=[CH:25][CH:24]=[CH:23][CH:22]=2)=[N:10][CH:11]=[CH:12][C:7]=1[O:6][C:5]1[CH:28]=[CH:29][C:2]([NH:1][C:44]([C:40]2[C:39](=[O:47])[C:38]([C:35]3[CH:36]=[CH:37][C:32]([F:31])=[CH:33][CH:34]=3)=[CH:43][NH:42][CH:41]=2)=[O:45])=[CH:3][C:4]=1[F:30]. (6) Given the reactants [C:1]([O:4][C@@H:5]1[CH:13]([C@@:14]2([CH3:30])[CH2:19][CH2:18][C@H:17]([O:20][Si:21]([C:24]([CH3:27])([CH3:26])[CH3:25])([CH3:23])[CH3:22])[CH2:16][C@@H:15]2[CH2:28]O)[CH2:12][CH2:11][C@@:10]2([CH3:31])[CH:6]1[CH2:7][CH2:8][C:9]12[O:35][CH2:34][CH2:33][O:32]1)(=[O:3])[CH3:2].C1(P(C2C=CC=CC=2)C2C=CC=CC=2)C=CC=CC=1.C1(P([N:69]=[N+:70]=[N-:71])(C2C=CC=CC=2)=O)C=CC=CC=1.CC(OC(/N=N/C(OC(C)C)=O)=O)C.C([O-])(O)=O.[Na+], predict the reaction product. The product is: [C:1]([O:4][C@@H:5]1[CH:13]([C@@:14]2([CH3:30])[CH2:19][CH2:18][C@H:17]([O:20][Si:21]([C:24]([CH3:27])([CH3:26])[CH3:25])([CH3:23])[CH3:22])[CH2:16][C@@H:15]2[CH2:28][N:69]=[N+:70]=[N-:71])[CH2:12][CH2:11][C@@:10]2([CH3:31])[CH:6]1[CH2:7][CH2:8][C:9]12[O:35][CH2:34][CH2:33][O:32]1)(=[O:3])[CH3:2]. (7) The product is: [CH2:1]([N:8]1[CH2:13][CH2:12][C:11]([CH2:15][C:16]2[CH:21]=[CH:20][CH:19]=[C:18]([NH:34][C:31]3[CH:32]=[CH:33][N:29]([CH2:28][O:27][CH2:26][CH2:25][Si:24]([CH3:36])([CH3:35])[CH3:23])[N:30]=3)[N:17]=2)([OH:14])[CH2:10][CH2:9]1)[C:2]1[CH:7]=[CH:6][CH:5]=[CH:4][CH:3]=1. Given the reactants [CH2:1]([N:8]1[CH2:13][CH2:12][C:11]([CH2:15][C:16]2[CH:21]=[CH:20][CH:19]=[C:18](Br)[N:17]=2)([OH:14])[CH2:10][CH2:9]1)[C:2]1[CH:7]=[CH:6][CH:5]=[CH:4][CH:3]=1.[CH3:23][Si:24]([CH3:36])([CH3:35])[CH2:25][CH2:26][O:27][CH2:28][N:29]1[CH:33]=[CH:32][C:31]([NH2:34])=[N:30]1.CC1(C)C2C=CC=C(P(C3C=CC=CC=3)C3C=CC=CC=3)C=2OC2C1=CC=CC=2P(C1C=CC=CC=1)C1C=CC=CC=1.P([O-])([O-])([O-])=O.[K+].[K+].[K+], predict the reaction product.